From a dataset of Reaction yield outcomes from USPTO patents with 853,638 reactions. Predict the reaction yield, written as a fraction of the theoretical maximum amount of product (1.0 means a 100% yield; for example, 0.34 means a 34% yield). (1) The reactants are C(NC(C)C)(C)C.[Cl-].[Li+].C([Li])CCC.[F:15][C:16]1[CH:21]=[CH:20][CH:19]=[CH:18][N:17]=1.[CH:22]1([CH:25]=[O:26])[CH2:24][CH2:23]1. The catalyst is O1CCCC1. The product is [CH:22]1([CH:25]([C:21]2[C:16]([F:15])=[N:17][CH:18]=[CH:19][CH:20]=2)[OH:26])[CH2:24][CH2:23]1. The yield is 0.427. (2) The reactants are [CH3:1][C:2]1[N:11]([CH:12]2[CH2:17][CH2:16][C:15](=[O:18])[NH:14][C:13]2=[O:19])[C:10](=[O:20])[C:9]2[C:4](=[CH:5][C:6]([N+:21]([O-])=O)=[CH:7][CH:8]=2)[N:3]=1. The catalyst is C1CCCCC=1.CN(C=O)C.[OH-].[OH-].[Pd+2]. The product is [NH2:21][C:6]1[CH:5]=[C:4]2[C:9]([C:10](=[O:20])[N:11]([CH:12]3[CH2:17][CH2:16][C:15](=[O:18])[NH:14][C:13]3=[O:19])[C:2]([CH3:1])=[N:3]2)=[CH:8][CH:7]=1. The yield is 0.710. (3) The reactants are C([O:3][C:4](=[O:25])[CH2:5][N:6]1[C:10]2([CH2:15][CH2:14][CH2:13][CH2:12][CH2:11]2)[N:9]=[C:8]([C:16]2[CH:21]=[CH:20][C:19]([O:22][CH3:23])=[CH:18][CH:17]=2)[C:7]1=[O:24])C.O.[OH-].[Na+].Cl. The catalyst is C(O)C. The product is [CH3:23][O:22][C:19]1[CH:18]=[CH:17][C:16]([C:8]2[C:7](=[O:24])[N:6]([CH2:5][C:4]([OH:25])=[O:3])[C:10]3([CH2:15][CH2:14][CH2:13][CH2:12][CH2:11]3)[N:9]=2)=[CH:21][CH:20]=1. The yield is 0.970. (4) The reactants are [CH3:1][C:2]([Si:5]([C:22]1[CH:27]=[CH:26][CH:25]=[CH:24][CH:23]=1)([C:16]1[CH:21]=[CH:20][CH:19]=[CH:18][CH:17]=1)[O:6][CH2:7][C:8]1[N:12]([CH3:13])[N:11]=[N:10][C:9]=1[CH2:14][OH:15])([CH3:4])[CH3:3].Cl[C:29]1[C:38]2[C:33](=[CH:34][CH:35]=[CH:36][CH:37]=2)[C:32]2=[N:39][N:40]=[C:41]([C:42]3[CH:46]=[C:45]([CH3:47])[O:44][N:43]=3)[N:31]2[N:30]=1. No catalyst specified. The product is [CH3:4][C:2]([Si:5]([O:6][CH2:7][C:8]1[N:12]([CH3:13])[N:11]=[N:10][C:9]=1[CH2:14][O:15][C:29]1[C:38]2[C:33](=[CH:34][CH:35]=[CH:36][CH:37]=2)[C:32]2=[N:39][N:40]=[C:41]([C:42]3[CH:46]=[C:45]([CH3:47])[O:44][N:43]=3)[N:31]2[N:30]=1)([C:22]1[CH:27]=[CH:26][CH:25]=[CH:24][CH:23]=1)[C:16]1[CH:21]=[CH:20][CH:19]=[CH:18][CH:17]=1)([CH3:1])[CH3:3]. The yield is 0.960. (5) The reactants are [CH3:1][C:2]1[CH:3]=[C:4]([OH:9])[CH:5]=[C:6]([CH3:8])[CH:7]=1.[CH2:10](Br)[CH:11]=[CH2:12]. No catalyst specified. The product is [CH2:12]([O:9][C:4]1[CH:5]=[C:6]([CH3:8])[CH:7]=[C:2]([CH3:1])[CH:3]=1)[CH:11]=[CH2:10]. The yield is 0.780. (6) The reactants are Cl[C:2]1[CH:3]=[C:4]([NH:11][C:12]2[CH:17]=[CH:16][CH:15]=[C:14]([N:18]3[CH2:22][CH2:21][CH2:20][CH:19]3[CH3:23])[N:13]=2)[C:5]2[N:6]([CH:8]=[CH:9][N:10]=2)[N:7]=1.[C:24]1(B(O)O)[CH:29]=[CH:28][CH:27]=[CH:26][CH:25]=1.CC(C1C=C(C(C)C)C(C2C=CC=CC=2P(C2CCCCC2)C2CCCCC2)=C(C(C)C)C=1)C.C([O-])([O-])=O.[K+].[K+]. The catalyst is O1CCOCC1.O.CO.Cl.C1C=CC(/C=C/C(/C=C/C2C=CC=CC=2)=O)=CC=1.C1C=CC(/C=C/C(/C=C/C2C=CC=CC=2)=O)=CC=1.C1C=CC(/C=C/C(/C=C/C2C=CC=CC=2)=O)=CC=1.[Pd].[Pd]. The product is [CH3:23][CH:19]1[CH2:20][CH2:21][CH2:22][N:18]1[C:14]1[N:13]=[C:12]([NH:11][C:4]2[C:5]3[N:6]([CH:8]=[CH:9][N:10]=3)[N:7]=[C:2]([C:24]3[CH:29]=[CH:28][CH:27]=[CH:26][CH:25]=3)[CH:3]=2)[CH:17]=[CH:16][CH:15]=1. The yield is 0.400. (7) The reactants are [C:1]([NH:4][C:5]1[N:10]=[CH:9][C:8]([NH:11][C:12](=[O:22])[C:13]2[C:18]([F:19])=[CH:17][CH:16]=[C:15]([NH2:20])[C:14]=2[F:21])=[CH:7][CH:6]=1)(=[O:3])[CH3:2].[CH2:23]([S:26](Cl)(=[O:28])=[O:27])[CH2:24][CH3:25]. The catalyst is N1C=CC=CC=1. The product is [C:1]([NH:4][C:5]1[N:10]=[CH:9][C:8]([NH:11][C:12](=[O:22])[C:13]2[C:18]([F:19])=[CH:17][CH:16]=[C:15]([NH:20][S:26]([CH2:23][CH2:24][CH3:25])(=[O:28])=[O:27])[C:14]=2[F:21])=[CH:7][CH:6]=1)(=[O:3])[CH3:2]. The yield is 0.0100. (8) No catalyst specified. The product is [CH2:1]([O:3][C:4]([O:6][C:7]1[CH:15]=[CH:14][C:13]([C:16](=[O:24])[CH2:17][CH2:18][CH2:19][CH2:20][CH2:21][CH2:22][CH3:23])=[CH:12][C:8]=1[C:9]([O:34][O:33][C:31](=[O:32])[C:30]1[CH:25]=[CH:26][CH:27]=[CH:28][CH:29]=1)=[O:10])=[O:5])[CH3:2]. The yield is 0.260. The reactants are [CH2:1]([O:3][C:4]([O:6][C:7]1[CH:15]=[CH:14][C:13]([C:16](=[O:24])[CH2:17][CH2:18][CH2:19][CH2:20][CH2:21][CH2:22][CH3:23])=[CH:12][C:8]=1[C:9](Cl)=[O:10])=[O:5])[CH3:2].[CH:25]1[C:30]([C:31]([O:33][OH:34])=[O:32])=[CH:29][CH:28]=[CH:27][CH:26]=1. (9) The reactants are [CH3:1][C@@:2]([S:43]([CH3:46])(=[O:45])=[O:44])([CH2:13][CH2:14][N:15]1[CH:20]=[CH:19][C:18]([C:21]2[CH:26]=[CH:25][C:24]([O:27][CH2:28][C@H:29]3[CH2:34][CH2:33][C@H:32]([O:35]C4CCCCO4)[CH2:31][CH2:30]3)=[CH:23][CH:22]=2)=[CH:17][C:16]1=[O:42])[C:3]([NH:5][O:6]C1CCCCO1)=[O:4].ONC(=O)[C@](C)(S(C)(=O)=O)CCN1C=CC(C2C=CC(OC[C@H]3CC[C@@H](O)CC3)=CC=2)=CC1=O. No catalyst specified. The product is [OH:6][NH:5][C:3](=[O:4])[C@:2]([CH3:1])([S:43]([CH3:46])(=[O:45])=[O:44])[CH2:13][CH2:14][N:15]1[CH:20]=[CH:19][C:18]([C:21]2[CH:26]=[CH:25][C:24]([O:27][CH2:28][C@H:29]3[CH2:30][CH2:31][C@H:32]([OH:35])[CH2:33][CH2:34]3)=[CH:23][CH:22]=2)=[CH:17][C:16]1=[O:42]. The yield is 0.830. (10) The reactants are [Br:1][C:2]1[CH:7]=[CH:6][C:5]([SH:8])=[CH:4][CH:3]=1.[H-].[Na+].Br[CH:12]([CH3:14])[CH3:13].O. The catalyst is CN(C)C=O. The product is [Br:1][C:2]1[CH:7]=[CH:6][C:5]([S:8][CH:12]([CH3:14])[CH3:13])=[CH:4][CH:3]=1. The yield is 0.920.